From a dataset of NCI-60 drug combinations with 297,098 pairs across 59 cell lines. Regression. Given two drug SMILES strings and cell line genomic features, predict the synergy score measuring deviation from expected non-interaction effect. (1) Drug 1: C1=CC(=CC=C1CCCC(=O)O)N(CCCl)CCCl. Drug 2: C1CN(CCN1C(=O)CCBr)C(=O)CCBr. Cell line: CCRF-CEM. Synergy scores: CSS=71.1, Synergy_ZIP=0.904, Synergy_Bliss=0.723, Synergy_Loewe=-2.79, Synergy_HSA=3.07. (2) Drug 1: C1CCN(CC1)CCOC2=CC=C(C=C2)C(=O)C3=C(SC4=C3C=CC(=C4)O)C5=CC=C(C=C5)O. Drug 2: CCCCCOC(=O)NC1=NC(=O)N(C=C1F)C2C(C(C(O2)C)O)O. Cell line: OVCAR-8. Synergy scores: CSS=-1.63, Synergy_ZIP=1.96, Synergy_Bliss=3.30, Synergy_Loewe=0.961, Synergy_HSA=0.950. (3) Drug 1: CC(CN1CC(=O)NC(=O)C1)N2CC(=O)NC(=O)C2. Drug 2: C1=NC2=C(N=C(N=C2N1C3C(C(C(O3)CO)O)O)F)N. Cell line: RXF 393. Synergy scores: CSS=16.8, Synergy_ZIP=-0.640, Synergy_Bliss=4.02, Synergy_Loewe=3.43, Synergy_HSA=3.32. (4) Drug 1: C1=CC(=CC=C1CCC2=CNC3=C2C(=O)NC(=N3)N)C(=O)NC(CCC(=O)O)C(=O)O. Drug 2: CC1CCCC2(C(O2)CC(NC(=O)CC(C(C(=O)C(C1O)C)(C)C)O)C(=CC3=CSC(=N3)C)C)C. Cell line: HCT-15. Synergy scores: CSS=37.5, Synergy_ZIP=0.702, Synergy_Bliss=-0.374, Synergy_Loewe=-1.57, Synergy_HSA=-1.32. (5) Drug 1: C1=C(C(=O)NC(=O)N1)N(CCCl)CCCl. Drug 2: C1CN(P(=O)(OC1)NCCCl)CCCl. Cell line: MCF7. Synergy scores: CSS=9.78, Synergy_ZIP=-9.61, Synergy_Bliss=-8.58, Synergy_Loewe=-25.4, Synergy_HSA=-8.84. (6) Drug 1: C1CCC(C1)C(CC#N)N2C=C(C=N2)C3=C4C=CNC4=NC=N3. Drug 2: CC1C(C(CC(O1)OC2CC(CC3=C2C(=C4C(=C3O)C(=O)C5=C(C4=O)C(=CC=C5)OC)O)(C(=O)C)O)N)O.Cl. Cell line: CAKI-1. Synergy scores: CSS=44.8, Synergy_ZIP=-2.70, Synergy_Bliss=0.307, Synergy_Loewe=-25.0, Synergy_HSA=4.98. (7) Drug 1: CC12CCC3C(C1CCC2=O)CC(=C)C4=CC(=O)C=CC34C. Drug 2: CN1C(=O)N2C=NC(=C2N=N1)C(=O)N. Cell line: SK-MEL-28. Synergy scores: CSS=12.8, Synergy_ZIP=6.43, Synergy_Bliss=5.68, Synergy_Loewe=-9.48, Synergy_HSA=3.02. (8) Drug 1: CS(=O)(=O)C1=CC(=C(C=C1)C(=O)NC2=CC(=C(C=C2)Cl)C3=CC=CC=N3)Cl. Drug 2: C1CN1P(=S)(N2CC2)N3CC3. Cell line: HL-60(TB). Synergy scores: CSS=61.2, Synergy_ZIP=-1.25, Synergy_Bliss=-3.81, Synergy_Loewe=-30.8, Synergy_HSA=-6.16. (9) Drug 1: C1CN1C2=NC(=NC(=N2)N3CC3)N4CC4. Drug 2: CCC1(CC2CC(C3=C(CCN(C2)C1)C4=CC=CC=C4N3)(C5=C(C=C6C(=C5)C78CCN9C7C(C=CC9)(C(C(C8N6C)(C(=O)OC)O)OC(=O)C)CC)OC)C(=O)OC)O.OS(=O)(=O)O. Cell line: HOP-92. Synergy scores: CSS=18.9, Synergy_ZIP=-1.66, Synergy_Bliss=2.02, Synergy_Loewe=1.44, Synergy_HSA=1.50.